Dataset: Catalyst prediction with 721,799 reactions and 888 catalyst types from USPTO. Task: Predict which catalyst facilitates the given reaction. (1) Reactant: [OH:1][CH:2]([CH3:8])[CH2:3][C:4]1([OH:7])[CH2:6][CH2:5]1.N1C(C)=CC=CC=1C.FC(F)(F)S(O[Si](C)(C)C)(=O)=O.[CH3:29][N:30]1[C:34]([CH:35]=O)=[C:33]([N+:37]([O-:39])=[O:38])[CH:32]=[N:31]1.C(=O)([O-])[O-].[Na+].[Na+].C([O-])(O)=O.[Na+]. Product: [CH3:29][N:30]1[C:34]([CH:35]2[O:7][C:4]3([CH2:6][CH2:5]3)[CH2:3][CH:2]([CH3:8])[O:1]2)=[C:33]([N+:37]([O-:39])=[O:38])[CH:32]=[N:31]1. The catalyst class is: 2. (2) Reactant: C[O:2][C:3]([C@H:5]1[CH2:10][CH2:9][C@H:8]([O:11][C:12]2[CH:24]=[CH:23][C:15]([C:16]([O:18][C:19](C)(C)C)=[O:17])=[CH:14][CH:13]=2)[CH2:7][CH2:6]1)=[O:4].FC(F)(F)C(O)=O. The catalyst class is: 4. Product: [CH3:19][O:18][C:16]([C@H:15]1[CH2:23][CH2:24][C@H:12]([O:11][C:8]2[CH:7]=[CH:6][C:5]([C:3]([OH:4])=[O:2])=[CH:10][CH:9]=2)[CH2:13][CH2:14]1)=[O:17]. (3) Product: [CH3:16][O:14][C:13](=[O:15])/[CH:12]=[CH:11]/[C:7]1[N:8]=[CH:9][NH:10][CH:6]=1. The catalyst class is: 5. Reactant: S(=O)(=O)(O)O.[CH:6]1[N:10]=[CH:9][NH:8][C:7]=1/[CH:11]=[CH:12]/[C:13]([OH:15])=[O:14].[C:16](=O)([O-])O.[Na+]. (4) Reactant: C(=O)([O-])[O-].[Ca+2].[NH2:6][C:7]1[CH:12]=[C:11]([C:13]([F:16])([F:15])[F:14])[C:10]([C:17]2[CH:22]=[CH:21][C:20]([S:23]([CH2:26][C@@H:27]3[CH2:31][CH2:30][CH2:29][N:28]3[C:32]([O:34][C:35]([CH3:38])([CH3:37])[CH3:36])=[O:33])(=[O:25])=[O:24])=[CH:19][CH:18]=2)=[C:9]([Cl:39])[CH:8]=1.[C:40](Cl)(Cl)=[S:41].Cl. Product: [Cl:39][C:9]1[CH:8]=[C:7]([N:6]=[C:40]=[S:41])[CH:12]=[C:11]([C:13]([F:14])([F:16])[F:15])[C:10]=1[C:17]1[CH:22]=[CH:21][C:20]([S:23]([CH2:26][C@@H:27]2[CH2:31][CH2:30][CH2:29][N:28]2[C:32]([O:34][C:35]([CH3:36])([CH3:38])[CH3:37])=[O:33])(=[O:25])=[O:24])=[CH:19][CH:18]=1. The catalyst class is: 46. (5) Reactant: [F:1][C:2]1[C:3]([C:33]([F:36])([F:35])[F:34])=[C:4]([CH:9]2[CH2:14][CH2:13][N:12]([C:15]([C:17]3[C:21]4[CH2:22][N:23](C(OC(C)(C)C)=O)[CH2:24][CH2:25][C:20]=4[NH:19][N:18]=3)=[O:16])[CH2:11][CH2:10]2)[CH:5]=[CH:6][C:7]=1[F:8].[C:37]([OH:43])([C:39]([F:42])([F:41])[F:40])=[O:38]. Product: [F:40][C:39]([F:42])([F:41])[C:37]([OH:43])=[O:38].[F:1][C:2]1[C:3]([C:33]([F:34])([F:35])[F:36])=[C:4]([CH:9]2[CH2:10][CH2:11][N:12]([C:15]([C:17]3[C:21]4[CH2:22][NH:23][CH2:24][CH2:25][C:20]=4[NH:19][N:18]=3)=[O:16])[CH2:13][CH2:14]2)[CH:5]=[CH:6][C:7]=1[F:8]. The catalyst class is: 2.